This data is from Forward reaction prediction with 1.9M reactions from USPTO patents (1976-2016). The task is: Predict the product of the given reaction. (1) The product is: [CH3:3][N:4]([CH2:23][CH2:24][CH3:25])[C:5](=[O:21])[C:6]1[CH:11]=[CH:10][CH:9]=[C:8]([C:12]2[C:17]([CH3:18])=[CH:16][C:15]([CH3:19])=[CH:14][C:13]=2[CH3:20])[CH:7]=1. Given the reactants [H-].[Na+].[CH3:3][NH:4][C:5](=[O:21])[C:6]1[CH:11]=[CH:10][CH:9]=[C:8]([C:12]2[C:17]([CH3:18])=[CH:16][C:15]([CH3:19])=[CH:14][C:13]=2[CH3:20])[CH:7]=1.I[CH2:23][CH2:24][CH3:25].[Cl-].[NH4+], predict the reaction product. (2) Given the reactants [N+]([O-])([O-])=O.[Ce+4].[NH4+].[N+]([O-])([O-])=O.[N+]([O-])([O-])=O.[N+]([O-])([O-])=O.[N+]([O-])([O-])=O.[CH2:23]([C:30]1[N:31]([CH2:51][C:52]2[CH:57]=[CH:56][C:55]([C:58]3[CH:63]=[CH:62][CH:61]=[CH:60][CH:59]=3)=[CH:54][CH:53]=2)[N:32]=[C:33]2[C:38]=1[C:37](=[O:39])[N:36]([CH3:40])[C:35](=[O:41])[N:34]2CC1C=CC(OC)=CC=1)[C:24]1[CH:29]=[CH:28][CH:27]=[CH:26][CH:25]=1.O=[N+]([O-])[O-].[O-][N+](=O)[O-].[O-][N+](=O)[O-].[O-][N+](=O)[O-].[O-][N+](=O)[O-].[O-][N+](=O)[O-].[Ce+4].[NH4+].[NH4+], predict the reaction product. The product is: [CH2:23]([C:30]1[N:31]([CH2:51][C:52]2[CH:53]=[CH:54][C:55]([C:58]3[CH:63]=[CH:62][CH:61]=[CH:60][CH:59]=3)=[CH:56][CH:57]=2)[N:32]=[C:33]2[C:38]=1[C:37](=[O:39])[N:36]([CH3:40])[C:35](=[O:41])[NH:34]2)[C:24]1[CH:25]=[CH:26][CH:27]=[CH:28][CH:29]=1. (3) Given the reactants [CH:1]1([NH:4][C:5]([C:7]2[N:8]=[N:9][N:10]([C:21]3[CH:26]=[CH:25][C:24]([C:27]([NH:29][CH2:30][CH3:31])=[O:28])=[CH:23][CH:22]=3)[C:11]=2[CH2:12]P(OCC)(OCC)=O)=[O:6])[CH2:3][CH2:2]1.[H-].[Na+].[C:34]([C:37]1[CH:42]=[CH:41][CH:40]=[CH:39][CH:38]=1)(=O)[CH3:35].O, predict the reaction product. The product is: [CH:1]1([NH:4][C:5]([C:7]2[N:8]=[N:9][N:10]([C:21]3[CH:26]=[CH:25][C:24]([C:27]([NH:29][CH2:30][CH3:31])=[O:28])=[CH:23][CH:22]=3)[C:11]=2/[CH:12]=[C:34](/[C:37]2[CH:42]=[CH:41][CH:40]=[CH:39][CH:38]=2)\[CH3:35])=[O:6])[CH2:2][CH2:3]1. (4) Given the reactants Br[C:2]1[CH:7]=[C:6]([CH2:8][C:9]2[C:14]([F:15])=[CH:13][CH:12]=[CH:11][C:10]=2[F:16])[CH:5]=[C:4]([O:17][CH3:18])[C:3]=1[O:19][CH3:20].[Li]CCCC.CON(C)[C:29](=[O:31])[CH3:30], predict the reaction product. The product is: [F:16][C:10]1[CH:11]=[CH:12][CH:13]=[C:14]([F:15])[C:9]=1[CH2:8][C:6]1[CH:5]=[C:4]([O:17][CH3:18])[C:3]([O:19][CH3:20])=[C:2]([C:29](=[O:31])[CH3:30])[CH:7]=1. (5) The product is: [CH3:30][O:29][C:27]([C:26]1[C:25]([C:31]([O:33][CH3:34])=[O:32])=[C:12]([C:13]2[CH:14]=[CH:15][C:16]([O:19][CH3:20])=[CH:17][CH:18]=2)[N:8]2[C:9]3[CH:10]=[CH:11][C:3]([O:2][CH3:1])=[CH:4][C:5]=3[CH2:6][C:7]=12)=[O:28]. Given the reactants [CH3:1][O:2][C:3]1[CH:4]=[C:5]2[C:9](=[CH:10][CH:11]=1)[N:8]([C:12](=O)[C:13]1[CH:18]=[CH:17][C:16]([O:19][CH3:20])=[CH:15][CH:14]=1)[CH:7](C(O)=O)[CH2:6]2.[C:25]([C:31]([O:33][CH3:34])=[O:32])#[C:26][C:27]([O:29][CH3:30])=[O:28], predict the reaction product. (6) Given the reactants [CH3:1][N:2]([CH3:21])[C:3]([C:5]1[N:6]([CH3:20])[C:7]([C:10]2[S:18][C:17]3[C:12](=[N:13][CH:14]=[CH:15][C:16]=3Cl)[CH:11]=2)=[N:8][CH:9]=1)=[O:4].[CH3:22][C:23]1[NH:24][C:25]2[C:30]([CH:31]=1)=[CH:29][C:28]([NH2:32])=[CH:27][CH:26]=2, predict the reaction product. The product is: [CH3:1][N:2]([CH3:21])[C:3]([C:5]1[N:6]([CH3:20])[C:7]([C:10]2[S:18][C:17]3[C:12](=[N:13][CH:14]=[CH:15][C:16]=3[NH:32][C:28]3[CH:29]=[C:30]4[C:25](=[CH:26][CH:27]=3)[NH:24][C:23]([CH3:22])=[CH:31]4)[CH:11]=2)=[N:8][CH:9]=1)=[O:4].